This data is from Full USPTO retrosynthesis dataset with 1.9M reactions from patents (1976-2016). The task is: Predict the reactants needed to synthesize the given product. (1) Given the product [NH2:1][C:2]1[C:11]2=[N:12][N:13]([CH2:25][CH2:26][CH3:27])[C:14]([CH2:15][CH2:16][NH:17][C:18](=[O:24])[O:19][C:20]([CH3:21])([CH3:23])[CH3:22])=[C:10]2[C:9]2[CH:8]=[CH:7][N:35]=[CH:5][C:4]=2[N:3]=1, predict the reactants needed to synthesize it. The reactants are: [NH2:1][C:2]1[C:11]2=[N:12][N:13]([CH2:25][CH2:26][CH3:27])[C:14]([CH2:15][CH2:16][NH:17][C:18](=[O:24])[O:19][C:20]([CH3:23])([CH3:22])[CH3:21])=[C:10]2[C:9]2[CH:8]=[CH:7]C=[CH:5][C:4]=2[N:3]=1.C(OC([NH:35]C1C=NC=CC=1B(O)O)=O)(C)(C)C. (2) Given the product [CH3:10][S:9][C:4]1[CH:5]=[CH:6][CH:7]=[CH:8][C:3]=1[Cl:2], predict the reactants needed to synthesize it. The reactants are: [Na].[Cl:2][C:3]1[CH:8]=[CH:7][CH:6]=[CH:5][C:4]=1[SH:9].[CH3:10]I.O. (3) Given the product [CH3:26][O:50][C:49](=[O:51])[C:48]([NH:47][C:23]([C:10]1[C:9]([O:8][CH2:1][C:2]2[CH:7]=[CH:6][CH:5]=[CH:4][CH:3]=2)=[CH:14][C:13]([O:15][CH2:16][C:17]2[CH:18]=[CH:19][CH:20]=[CH:21][CH:22]=2)=[CH:12][N:11]=1)=[O:24])([CH3:53])[CH3:52], predict the reactants needed to synthesize it. The reactants are: [CH2:1]([O:8][C:9]1[C:10]([C:23](O)=[O:24])=[N:11][CH:12]=[C:13]([O:15][CH2:16][C:17]2[CH:22]=[CH:21][CH:20]=[CH:19][CH:18]=2)[CH:14]=1)[C:2]1[CH:7]=[CH:6][CH:5]=[CH:4][CH:3]=1.[CH3:26]N(C)CCCN=C=NCC.ON1C2C=CC=CC=2N=N1.[NH2:47][C:48]([CH3:53])([CH3:52])[C:49]([OH:51])=[O:50]. (4) Given the product [I:1][C:2]1[CH:7]=[CH:6][C:5](/[C:8](/[C:12]2[CH:17]=[CH:16][C:15]([C:18]3[S:19][C:20]([CH3:23])=[CH:21][CH:22]=3)=[CH:14][CH:13]=2)=[CH:9]\[CH2:10][O:11][C:34]2[CH:33]=[CH:32][C:26]([O:27][CH2:28][C:29]([O:31][CH3:61])=[O:30])=[C:25]([CH3:24])[CH:35]=2)=[CH:4][CH:3]=1, predict the reactants needed to synthesize it. The reactants are: [I:1][C:2]1[CH:7]=[CH:6][C:5](/[C:8](/[C:12]2[CH:17]=[CH:16][C:15]([C:18]3[S:19][C:20]([CH3:23])=[CH:21][CH:22]=3)=[CH:14][CH:13]=2)=[CH:9]\[CH2:10][OH:11])=[CH:4][CH:3]=1.[CH3:24][C:25]1[CH:35]=[C:34](OC/C=C(/C2C=CC(C#CCN3CCOCC3)=CC=2)\C2C=CC=CC=2)[CH:33]=[CH:32][C:26]=1[O:27][CH2:28][C:29]([OH:31])=[O:30].[C:61]1(P(C2C=CC=CC=2)C2C=CC=CC=2)C=CC=CC=1.N(C(OC(C)C)=O)=NC(OC(C)C)=O.